The task is: Predict the reactants needed to synthesize the given product.. This data is from Full USPTO retrosynthesis dataset with 1.9M reactions from patents (1976-2016). (1) Given the product [CH3:24][C:21]1[CH:20]=[CH:19][C:18]([CH:14]2[CH2:15][CH2:16][CH2:17][N:12]([C:10]([C:8]3[CH:7]=[CH:6][N:5]=[C:4]([N:3]4[CH2:25][CH:2]([OH:34])[CH2:1]4)[CH:9]=3)=[O:11])[CH2:13]2)=[CH:23][CH:22]=1, predict the reactants needed to synthesize it. The reactants are: [CH2:1]([N:3]([CH3:25])[C:4]1[CH:9]=[C:8]([C:10]([N:12]2[CH2:17][CH2:16][CH2:15][CH:14]([C:18]3[CH:23]=[CH:22][C:21]([CH3:24])=[CH:20][CH:19]=3)[CH2:13]2)=[O:11])[CH:7]=[CH:6][N:5]=1)[CH3:2].FC1C=C(C(N2CCCC(C3C=CC(C)=CC=3)C2)=[O:34])C=CN=1.N1CC(O)C1. (2) The reactants are: Br[C:2]1[CH:7]=[CH:6][C:5]([C:8]([C:24]2[CH:29]=[CH:28][C:27](Br)=[CH:26][CH:25]=2)=[CH:9][CH2:10][S:11][C:12]2[CH:22]=[CH:21][C:15]([O:16][CH2:17][C:18]([OH:20])=[O:19])=[C:14]([CH3:23])[CH:13]=2)=[CH:4][CH:3]=1.[C:31]1(B(O)O)[CH:36]=[CH:35][CH:34]=[CH:33][CH:32]=1.[F-].[K+].[Cl-].[NH4+]. Given the product [C:2]1([C:2]2[CH:7]=[CH:6][CH:5]=[CH:4][CH:3]=2)[CH:7]=[CH:6][C:5]([C:8]([C:24]2[CH:29]=[CH:28][C:27]([C:31]3[CH:36]=[CH:35][CH:34]=[CH:33][CH:32]=3)=[CH:26][CH:25]=2)=[CH:9][CH2:10][S:11][C:12]2[CH:22]=[CH:21][C:15]([O:16][CH2:17][C:18]([OH:20])=[O:19])=[C:14]([CH3:23])[CH:13]=2)=[CH:4][CH:3]=1, predict the reactants needed to synthesize it. (3) Given the product [CH2:1]([C:3]1[CH:8]=[CH:7][C:6]([C:9]2[C:13]([CH2:14][O:15][C:16]3[CH:21]=[CH:20][C:19]([CH2:22][CH:23]([CH3:29])[C:24]([OH:26])=[O:25])=[CH:18][C:17]=3[F:30])=[C:12]([C:31]([F:32])([F:34])[F:33])[S:11][N:10]=2)=[CH:5][CH:4]=1)[CH3:2], predict the reactants needed to synthesize it. The reactants are: [CH2:1]([C:3]1[CH:8]=[CH:7][C:6]([C:9]2[C:13]([CH2:14][O:15][C:16]3[CH:21]=[CH:20][C:19]([CH2:22][CH:23]([CH3:29])[C:24]([O:26]CC)=[O:25])=[CH:18][C:17]=3[F:30])=[C:12]([C:31]([F:34])([F:33])[F:32])[S:11][N:10]=2)=[CH:5][CH:4]=1)[CH3:2].C(C1C=CC(C2C(CO)=C(C(F)(F)F)SN=2)=CC=1)C.FC1C=C(CC(C)C(OCC)=O)C=CC=1O.[Li+].[OH-]. (4) Given the product [Cl:27][C:17]1[N:16]=[CH:15][C:14]2[N:13]([CH2:12][C:4]3[CH:3]=[C:2]([CH3:28])[CH:11]=[CH:10][C:5]=3[C:6]([O:8][CH3:9])=[O:7])[CH2:22][C@@H:21]3[CH2:23][O:24][CH2:25][CH2:26][N:20]3[C:19]=2[N:18]=1, predict the reactants needed to synthesize it. The reactants are: Br[C:2]1[CH:11]=[CH:10][C:5]([C:6]([O:8][CH3:9])=[O:7])=[C:4]([CH2:12][N:13]2[CH2:22][C@@H:21]3[CH2:23][O:24][CH2:25][CH2:26][N:20]3[C:19]3[N:18]=[C:17]([Cl:27])[N:16]=[CH:15][C:14]2=3)[CH:3]=1.[C:28]([O-])([O-])=O.[K+].[K+].CB1OB(C)OB(C)O1.O. (5) Given the product [C:13]([Si:17]([CH3:32])([CH3:31])[O:18][CH2:19][CH:20]1[CH2:1][CH:21]1[B:22]1[O:23][C:24]([CH3:30])([CH3:29])[C:25]([CH3:28])([CH3:27])[O:26]1)([CH3:14])([CH3:16])[CH3:15], predict the reactants needed to synthesize it. The reactants are: [CH2:1]([Zn]CC)C.FC(F)(F)C(O)=O.[C:13]([Si:17]([CH3:32])([CH3:31])[O:18][CH2:19]/[CH:20]=[CH:21]\[B:22]1[O:26][C:25]([CH3:28])([CH3:27])[C:24]([CH3:30])([CH3:29])[O:23]1)([CH3:16])([CH3:15])[CH3:14]. (6) Given the product [Cl:1][C:2]1[CH:27]=[C:26]([O:28][CH2:29][C:30]([F:31])([F:33])[F:32])[CH:25]=[CH:24][C:3]=1[O:4][CH2:5][CH2:6][CH2:7][O:8][C:9]1[CH:18]=[C:17]2[C:12]([CH2:13][CH2:14][CH:15]([C:19]([OH:21])=[O:20])[O:16]2)=[CH:11][CH:10]=1, predict the reactants needed to synthesize it. The reactants are: [Cl:1][C:2]1[CH:27]=[C:26]([O:28][CH2:29][C:30]([F:33])([F:32])[F:31])[CH:25]=[CH:24][C:3]=1[O:4][CH2:5][CH2:6][CH2:7][O:8][C:9]1[CH:18]=[C:17]2[C:12]([CH2:13][CH2:14][CH:15]([C:19]([O:21]CC)=[O:20])[O:16]2)=[CH:11][CH:10]=1.[OH-].[Na+]. (7) Given the product [CH3:1][O:2][C:3]([C:5]1([N:10]([CH3:18])[N:11]=[CH:12][CH2:13][C:14]([CH3:17])([CH3:16])[CH3:15])[CH2:9][CH2:8][CH2:7][CH2:6]1)=[O:4], predict the reactants needed to synthesize it. The reactants are: [CH3:1][O:2][C:3]([C:5]1([NH:10][N:11]=[CH:12][CH2:13][C:14]([CH3:17])([CH3:16])[CH3:15])[CH2:9][CH2:8][CH2:7][CH2:6]1)=[O:4].[CH3:18][O-].[Na+].IC.